Dataset: Cav3 T-type calcium channel HTS with 100,875 compounds. Task: Binary Classification. Given a drug SMILES string, predict its activity (active/inactive) in a high-throughput screening assay against a specified biological target. The compound is FC(F)(F)c1cc(C2(O)CCNCC2)ccc1. The result is 0 (inactive).